Dataset: Reaction yield outcomes from USPTO patents with 853,638 reactions. Task: Predict the reaction yield, written as a fraction of the theoretical maximum amount of product (1.0 means a 100% yield; for example, 0.34 means a 34% yield). (1) The reactants are [CH3:1][C:2]1[N:7]=[C:6]([C:8]2[CH:13]=[CH:12][N:11]=[C:10]([C:14]3[CH:15]=[C:16]([NH2:20])[CH:17]=[CH:18][CH:19]=3)[CH:9]=2)[CH:5]=[C:4]([C:21]2[CH:26]=[CH:25][C:24]([C:27]([F:30])([F:29])[F:28])=[CH:23][CH:22]=2)[CH:3]=1.[CH3:31][S:32](Cl)(=[O:34])=[O:33]. The catalyst is CCOC(C)=O.C([O-])(O)=O.[Na+]. The product is [CH3:1][C:2]1[N:7]=[C:6]([C:8]2[CH:13]=[CH:12][N:11]=[C:10]([C:14]3[CH:15]=[C:16]([NH:20][S:32]([CH3:31])(=[O:34])=[O:33])[CH:17]=[CH:18][CH:19]=3)[CH:9]=2)[CH:5]=[C:4]([C:21]2[CH:26]=[CH:25][C:24]([C:27]([F:28])([F:30])[F:29])=[CH:23][CH:22]=2)[CH:3]=1. The yield is 0.290. (2) The reactants are Cl.[OH:2][C@H:3]1[CH2:7][NH:6][C@H:5]([C:8]([O:10][CH3:11])=[O:9])[CH2:4]1.[CH2:12]([N:14](CC)CC)[CH3:13].BrCC#N. The catalyst is CO. The product is [C:12]([CH2:13][N:6]1[CH2:7][C@H:3]([OH:2])[CH2:4][C@H:5]1[C:8]([O:10][CH3:11])=[O:9])#[N:14]. The yield is 0.370. (3) The reactants are Br[C:2]1[N:7]=[N:6][C:5]([NH2:8])=[N:4][CH:3]=1.C(N([CH2:16][CH3:17])C(C)C)(C)C.[Cl-].[Li+].C([Sn](CC[CH2:33][CH3:34])(CCCC)CCCC)=C.CN(C)C=[O:38]. The catalyst is [Pd].C1(P(C2C=CC=CC=2)C2C=CC=CC=2)C=CC=CC=1.C1(P(C2C=CC=CC=2)C2C=CC=CC=2)C=CC=CC=1.C1(P(C2C=CC=CC=2)C2C=CC=CC=2)C=CC=CC=1.C1(P(C2C=CC=CC=2)C2C=CC=CC=2)C=CC=CC=1. The product is [CH2:33]([O:38][C:16]([C:2]1[N:7]=[N:6][C:5]([NH2:8])=[N:4][CH:3]=1)=[CH2:17])[CH3:34]. The yield is 0.510. (4) The reactants are [Cl:1][C:2]1[CH:3]=[C:4]([N:9]2[CH2:18][CH2:17][C:16]3[C:11](=[CH:12][CH:13]=[C:14]([O:19]CC4C=CC=CC=4)[CH:15]=3)[CH:10]2[CH2:27][C:28]2[CH:33]=[CH:32][C:31](O)=[CH:30][CH:29]=2)[CH:5]=[CH:6][C:7]=1[Cl:8].[C:35](=[O:38])([O-])[O-].[K+].[K+].Cl.ClCC[N:45]1[CH2:50][CH2:49][CH2:48][CH2:47][CH2:46]1.[CH3:51]N(C=O)C. No catalyst specified. The product is [Cl:1][C:2]1[CH:3]=[C:4]([N:9]2[CH2:18][CH2:17][C:16]3[C:11](=[CH:12][CH:13]=[C:14]([OH:19])[CH:15]=3)[CH:10]2[CH2:27][C:28]2[CH:33]=[CH:32][C:31]([O:38][CH2:35][CH2:51][CH:50]3[CH2:49][CH2:48][CH2:47][CH2:46][NH:45]3)=[CH:30][CH:29]=2)[CH:5]=[CH:6][C:7]=1[Cl:8]. The yield is 0.700. (5) The reactants are [CH3:1][O-].[Na+].[F:4][CH2:5][CH2:6][O:7][CH2:8][CH2:9][O:10][CH2:11][CH2:12][O:13][C:14]1[CH:19]=[CH:18][C:17](/[CH:20]=[CH:21]/[C:22]2[CH:27]=[CH:26][C:25]([NH2:28])=[CH:24][CH:23]=2)=[CH:16][N:15]=1.C=O.[BH4-].[Na+]. The catalyst is CO.O.ClCCl. The product is [F:4][CH2:5][CH2:6][O:7][CH2:8][CH2:9][O:10][CH2:11][CH2:12][O:13][C:14]1[CH:19]=[CH:18][C:17](/[CH:20]=[CH:21]/[C:22]2[CH:27]=[CH:26][C:25]([NH:28][CH3:1])=[CH:24][CH:23]=2)=[CH:16][N:15]=1. The yield is 0.730. (6) The reactants are [Br:1][C:2]1[CH:7]=[CH:6][C:5]([N:8]=[C:9]=[O:10])=[CH:4][CH:3]=1.C(OC(=O)[NH:17][CH2:18][C:19]1[CH:24]=[CH:23][C:22]([NH2:25])=[CH:21][CH:20]=1)(C)(C)C. The catalyst is ClCCl. The product is [NH2:17][CH2:18][C:19]1[CH:24]=[CH:23][C:22]([NH:25][C:9]([NH:8][C:5]2[CH:6]=[CH:7][C:2]([Br:1])=[CH:3][CH:4]=2)=[O:10])=[CH:21][CH:20]=1. The yield is 0.240. (7) The reactants are [F:1][C:2]1[CH:3]=[CH:4][C:5]2[N:9]=[N:8][N:7]([OH:10])[C:6]=2[CH:11]=1.[H-].[Na+].[Cl:14][CH2:15][CH2:16][CH2:17]Br.O. The catalyst is CN1C(=O)CCC1. The product is [F:1][C:2]1[CH:3]=[CH:4][C:5]2[N:9]=[N:8][N:7]([O:10][CH2:17][CH2:16][CH2:15][Cl:14])[C:6]=2[CH:11]=1. The yield is 0.750.